The task is: Predict the product of the given reaction.. This data is from Forward reaction prediction with 1.9M reactions from USPTO patents (1976-2016). (1) Given the reactants Cl[CH2:2][CH2:3][C:4]([C:6]1[CH:11]=[C:10]([Cl:12])[C:9]([OH:13])=[CH:8][C:7]=1[OH:14])=[O:5].[OH-].[Na+].Cl, predict the reaction product. The product is: [Cl:12][C:10]1[CH:11]=[C:6]2[C:7](=[CH:8][C:9]=1[OH:13])[O:14][CH2:2][CH2:3][C:4]2=[O:5]. (2) Given the reactants [CH:1]1([N:4]2[CH2:9][CH2:8][NH:7][CH2:6][CH2:5]2)[CH2:3][CH2:2]1.[Cl:10][C:11]1[CH:20]=[CH:19][C:18]2[C:13](=[CH:14][CH:15]=[CH:16][CH:17]=2)[N:12]=1, predict the reaction product. The product is: [ClH:10].[CH:1]1([N:4]2[CH2:9][CH2:8][N:7]([C:11]3[CH:20]=[CH:19][C:18]4[C:13](=[CH:14][CH:15]=[CH:16][CH:17]=4)[N:12]=3)[CH2:6][CH2:5]2)[CH2:3][CH2:2]1. (3) The product is: [OH:20][CH2:19][C:4]1[CH:5]=[N:6][C:7]([O:8][C:9]2[CH:14]=[CH:13][CH:12]=[C:11]([C:15]([F:18])([F:17])[F:16])[CH:10]=2)=[C:2]([CH:3]=1)[C:22]#[N:23]. Given the reactants Br[C:2]1[CH:3]=[C:4]([CH2:19][OH:20])[CH:5]=[N:6][C:7]=1[O:8][C:9]1[CH:14]=[CH:13][CH:12]=[C:11]([C:15]([F:18])([F:17])[F:16])[CH:10]=1.[Cu][C:22]#[N:23].N, predict the reaction product. (4) Given the reactants [O:1]1[CH:5]=[N:4][N:3]=[C:2]1[C:6]([OH:8])=O.[K].[CH3:10]N(C=O)C.C(Cl)(=O)C(Cl)=O.Cl.[CH3:22][NH:23][O:24][CH3:25].C([O-])([O-])=O.[K+].[K+], predict the reaction product. The product is: [CH3:25][O:24][N:23]([CH3:22])[C:6]([C:2]1[O:1][C:5]([CH3:10])=[N:4][N:3]=1)=[O:8]. (5) Given the reactants [OH:1][CH2:2][CH:3]([CH2:5][OH:6])[OH:4].[C:7](Cl)([C:20]1[CH:25]=[CH:24][CH:23]=[CH:22][CH:21]=1)([C:14]1[CH:19]=[CH:18][CH:17]=[CH:16][CH:15]=1)[C:8]1[CH:13]=[CH:12][CH:11]=[CH:10][CH:9]=1, predict the reaction product. The product is: [C:7]([O:1][CH2:2][CH:3]([OH:4])[CH2:5][O:6][C:7]([C:8]1[CH:13]=[CH:12][CH:11]=[CH:10][CH:9]=1)([C:20]1[CH:21]=[CH:22][CH:23]=[CH:24][CH:25]=1)[C:14]1[CH:15]=[CH:16][CH:17]=[CH:18][CH:19]=1)([C:20]1[CH:25]=[CH:24][CH:23]=[CH:22][CH:21]=1)([C:14]1[CH:19]=[CH:18][CH:17]=[CH:16][CH:15]=1)[C:8]1[CH:13]=[CH:12][CH:11]=[CH:10][CH:9]=1. (6) The product is: [NH2:22][CH2:21][CH2:20][CH2:19][CH2:18][N:2]([CH3:1])[CH2:3][CH2:4][CH2:5][CH2:6][NH2:7]. Given the reactants [CH3:1][N:2]([CH2:18][CH2:19][CH2:20][CH2:21][N:22]1C(=O)C2C(=CC=CC=2)C1=O)[CH2:3][CH2:4][CH2:5][CH2:6][N:7]1C(=O)C2C(=CC=CC=2)C1=O.O.NN, predict the reaction product. (7) Given the reactants [CH2:1]([O:3][C:4]1[CH:5]=[C:6]([CH:29]=[C:30]([O:33][CH2:34][CH3:35])[C:31]=1F)[CH2:7][N:8]1[CH2:13][CH2:12][CH:11]([NH:14][C:15]2[O:16][C:17]3[CH:23]=[CH:22][C:21]([O:24][CH2:25][CH2:26][CH2:27][OH:28])=[CH:20][C:18]=3[N:19]=2)[CH2:10][CH2:9]1)[CH3:2].C(OC1C=C(C=O)C=C(OCC)C=1[C:50]1[CH:55]=[CH:54][C:53]([F:56])=[CH:52][CH:51]=1)C.C([BH3-])#N.[Na+].C(N(C(C)C)C(C)C)C, predict the reaction product. The product is: [CH2:34]([O:33][C:30]1[CH:29]=[C:6]([CH2:7][N:8]2[CH2:9][CH2:10][CH:11]([NH:14][C:15]3[O:16][C:17]4[CH:23]=[CH:22][C:21]([O:24][CH2:25][CH2:26][CH2:27][OH:28])=[CH:20][C:18]=4[N:19]=3)[CH2:12][CH2:13]2)[CH:5]=[C:4]([O:3][CH2:1][CH3:2])[C:31]=1[C:50]1[CH:55]=[CH:54][C:53]([F:56])=[CH:52][CH:51]=1)[CH3:35]. (8) Given the reactants Cl[C:2]1[C:11]2=[N:12][N:13](CC3C=CC(OC)=CC=3)[CH:14]=[C:10]2[C:9]2[CH:8]=[CH:7][CH:6]=[CH:5][C:4]=2[N:3]=1.[N:24]1[NH:25][CH:26]=[C:27]2[C:32]=1[C:31]([NH2:33])=[CH:30][CH:29]=[CH:28]2.Cl, predict the reaction product. The product is: [N:24]1[NH:25][CH:26]=[C:27]2[C:32]=1[C:31]([NH:33][C:2]1[C:11]3=[N:12][NH:13][CH:14]=[C:10]3[C:9]3[CH:8]=[CH:7][CH:6]=[CH:5][C:4]=3[N:3]=1)=[CH:30][CH:29]=[CH:28]2. (9) Given the reactants [C:1]([O:5][C:6]([N:8]([C:26]([C:28]1[C:32]([CH3:33])=[C:31]([CH3:34])[N:30]([C:35]([O:37][C:38]([CH3:41])([CH3:40])[CH3:39])=[O:36])[N:29]=1)=[O:27])[C:9]1[CH:10]=[C:11]2[CH:17]=[C:16](I)[N:15]([C:19]([O:21][C:22]([CH3:25])([CH3:24])[CH3:23])=[O:20])[C:12]2=[N:13][CH:14]=1)=[O:7])([CH3:4])([CH3:3])[CH3:2].[CH:42]([O:45][BH:46]C1OC(C)(C)C(C)(C)O1)([CH3:44])[CH3:43].C([N-][CH:60]([CH3:62])[CH3:61])(C)C.[Li+].[O:64]1CCCC1, predict the reaction product. The product is: [C:1]([O:5][C:6]([N:8]([C:26]([C:28]1[C:32]([CH3:33])=[C:31]([CH3:34])[N:30]([C:35]([O:37][C:38]([CH3:41])([CH3:40])[CH3:39])=[O:36])[N:29]=1)=[O:27])[C:9]1[CH:10]=[C:11]2[CH:17]=[C:16]([B:46]3[O:45][C:42]([CH3:44])([CH3:43])[C:60]([CH3:61])([CH3:62])[O:64]3)[N:15]([C:19]([O:21][C:22]([CH3:25])([CH3:24])[CH3:23])=[O:20])[C:12]2=[N:13][CH:14]=1)=[O:7])([CH3:4])([CH3:3])[CH3:2]. (10) Given the reactants [CH2:1]([S:3][C:4]1[C:5]([C:9](O)=O)=[N:6][S:7][N:8]=1)[CH3:2].[CH3:12][NH:13][C:14]1[C:19]([NH2:20])=[CH:18][C:17]([C:21]([F:24])([F:23])[F:22])=[CH:16][N:15]=1.CCN=C=NCCCN(C)C.Cl, predict the reaction product. The product is: [CH2:1]([S:3][C:4]1[C:5]([C:9]2[N:13]([CH3:12])[C:14]3=[N:15][CH:16]=[C:17]([C:21]([F:22])([F:23])[F:24])[CH:18]=[C:19]3[N:20]=2)=[N:6][S:7][N:8]=1)[CH3:2].